This data is from Reaction yield outcomes from USPTO patents with 853,638 reactions. The task is: Predict the reaction yield, written as a fraction of the theoretical maximum amount of product (1.0 means a 100% yield; for example, 0.34 means a 34% yield). (1) The reactants are [OH:1][C:2]1[CH:10]=[CH:9][C:5]([C:6]([OH:8])=[O:7])=[CH:4][C:3]=1[CH3:11].[CH2:12]1N2CN3CN(C2)CN1C3.[OH2:22]. The catalyst is CS(O)(=O)=O. The product is [CH:11]([C:3]1[CH:4]=[C:5]([CH:9]=[C:10]([CH3:12])[C:2]=1[OH:1])[C:6]([OH:8])=[O:7])=[O:22]. The yield is 0.750. (2) The reactants are BrC1SC2C=C(C(OCC)=O)C=CC=2N=1.FC1(F)CCNCC1.C([O-])([O-])=O.[Cs+].[Cs+].[F:30][C:31]1([F:51])[CH2:36][CH2:35][N:34]([C:37]2[S:38][C:39]3[CH:45]=[C:44]([C:46]([O:48]CC)=[O:47])[CH:43]=[CH:42][C:40]=3[N:41]=2)[CH2:33][CH2:32]1.Cl. The catalyst is CC#N.O. The product is [F:51][C:31]1([F:30])[CH2:36][CH2:35][N:34]([C:37]2[S:38][C:39]3[CH:45]=[C:44]([C:46]([OH:48])=[O:47])[CH:43]=[CH:42][C:40]=3[N:41]=2)[CH2:33][CH2:32]1. The yield is 0.990. (3) The yield is 0.810. The product is [N+:1]([C:4]1[CH:5]=[CH:6][C:7]([C:8]2[N:9]=[C:18]([OH:19])[CH:17]=[C:16]([OH:23])[N:10]=2)=[CH:11][CH:12]=1)([O-:3])=[O:2]. The catalyst is CO. The reactants are [N+:1]([C:4]1[CH:12]=[CH:11][C:7]([C:8](=[NH:10])[NH2:9])=[CH:6][CH:5]=1)([O-:3])=[O:2].C[O-].[Na+].[C:16](OCC)(=[O:23])[CH2:17][C:18](OCC)=[O:19].